Dataset: Reaction yield outcomes from USPTO patents with 853,638 reactions. Task: Predict the reaction yield, written as a fraction of the theoretical maximum amount of product (1.0 means a 100% yield; for example, 0.34 means a 34% yield). The reactants are Cl[CH:2]([C:16]1[CH:21]=[CH:20][CH:19]=[CH:18][CH:17]=1)[C:3]([C:5]1[C:13]2[C:8](=[CH:9][CH:10]=[C:11]([F:14])[CH:12]=2)[N:7]([CH3:15])[CH:6]=1)=[O:4].[CH3:22][O:23][C:24]1[CH:25]=[C:26]([CH:28]=[CH:29][CH:30]=1)[NH2:27]. The catalyst is C(#N)C. The product is [F:14][C:11]1[CH:12]=[C:13]2[C:8](=[CH:9][CH:10]=1)[N:7]([CH3:15])[CH:6]=[C:5]2[C:3](=[O:4])[CH:2]([NH:27][C:26]1[CH:28]=[CH:29][CH:30]=[C:24]([O:23][CH3:22])[CH:25]=1)[C:16]1[CH:21]=[CH:20][CH:19]=[CH:18][CH:17]=1. The yield is 0.220.